From a dataset of Reaction yield outcomes from USPTO patents with 853,638 reactions. Predict the reaction yield, written as a fraction of the theoretical maximum amount of product (1.0 means a 100% yield; for example, 0.34 means a 34% yield). (1) The reactants are Cl[CH2:2][CH2:3][C:4]1[C:5]([CH3:10])=[N:6][O:7][C:8]=1[CH3:9].[N:11]1([C:17]([O:19][C:20]([CH3:23])([CH3:22])[CH3:21])=[O:18])[CH2:16][CH2:15][NH:14][CH2:13][CH2:12]1.C(=O)(O)[O-].[K+].[I-].[K+]. The catalyst is CC#N. The product is [CH3:10][C:5]1[C:4]([CH2:3][CH2:2][N:14]2[CH2:13][CH2:12][N:11]([C:17]([O:19][C:20]([CH3:23])([CH3:22])[CH3:21])=[O:18])[CH2:16][CH2:15]2)=[C:8]([CH3:9])[O:7][N:6]=1. The yield is 0.610. (2) The reactants are [Br:1][C:2]1[CH:7]=[CH:6][C:5]([CH:8]([CH2:12][CH:13]2[CH2:17][CH2:16][CH2:15][CH2:14]2)[C:9]([OH:11])=O)=[CH:4][CH:3]=1.C(Cl)(=O)C(Cl)=O.[NH2:24][C:25]1[S:26][CH:27]=[CH:28][N:29]=1.C(N(CC)C(C)C)(C)C. The catalyst is C(Cl)Cl.CN(C)C=O. The product is [Br:1][C:2]1[CH:3]=[CH:4][C:5]([CH:8]([CH2:12][CH:13]2[CH2:17][CH2:16][CH2:15][CH2:14]2)[C:9]([NH:24][C:25]2[S:26][CH:27]=[CH:28][N:29]=2)=[O:11])=[CH:6][CH:7]=1. The yield is 0.950. (3) The reactants are [F:1][C:2]1[C:3]([C:9]2[N:13]([CH:14]3[CH2:19][CH2:18][O:17][CH2:16][CH2:15]3)[C:12]([CH3:20])=[N:11][CH:10]=2)=[N:4][C:5]([NH2:8])=[N:6][CH:7]=1.[F:21][C:22]([F:36])([F:35])[CH2:23][NH:24][S:25]([C:28]1[CH:33]=[CH:32][C:31](Br)=[CH:30][N:29]=1)(=[O:27])=[O:26].C([O-])([O-])=O.[Cs+].[Cs+].CC1(C)C2C(=C(P(C3C=CC=CC=3)C3C=CC=CC=3)C=CC=2)OC2C(P(C3C=CC=CC=3)C3C=CC=CC=3)=CC=CC1=2. The catalyst is C1C=CC(/C=C/C(/C=C/C2C=CC=CC=2)=O)=CC=1.C1C=CC(/C=C/C(/C=C/C2C=CC=CC=2)=O)=CC=1.C1C=CC(/C=C/C(/C=C/C2C=CC=CC=2)=O)=CC=1.[Pd].[Pd].O1CCOCC1. The product is [F:1][C:2]1[C:3]([CH:9]2[CH:10]=[N:11][CH:12]([CH3:20])[N:13]2[CH:14]2[CH2:19][CH2:18][O:17][CH2:16][CH2:15]2)=[N:4][C:5]([NH:8][C:31]2[CH:32]=[CH:33][C:28]([S:25]([NH:24][CH2:23][C:22]([F:35])([F:36])[F:21])(=[O:26])=[O:27])=[N:29][CH:30]=2)=[N:6][CH:7]=1. The yield is 0.0300.